This data is from Forward reaction prediction with 1.9M reactions from USPTO patents (1976-2016). The task is: Predict the product of the given reaction. (1) The product is: [CH3:1][O:2][C:3]1[CH:4]=[C:5]([NH:15][C:23]2[N:22]=[C:21]([CH2:20][C:19]3[CH:18]=[C:17]([F:16])[C:30]([F:31])=[C:29]([F:32])[CH:28]=3)[CH:26]=[CH:25][N:24]=2)[CH:6]=[CH:7][C:8]=1[N:9]1[CH:13]=[C:12]([CH3:14])[N:11]=[CH:10]1. Given the reactants [CH3:1][O:2][C:3]1[CH:4]=[C:5]([NH2:15])[CH:6]=[CH:7][C:8]=1[N:9]1[CH:13]=[C:12]([CH3:14])[N:11]=[CH:10]1.[F:16][C:17]1[CH:18]=[C:19]([CH:28]=[C:29]([F:32])[C:30]=1[F:31])[CH2:20][C:21]1[CH:26]=[CH:25][N:24]=[C:23](Cl)[N:22]=1, predict the reaction product. (2) Given the reactants [NH:1]1[CH2:6][CH2:5][CH:4]([CH2:7][OH:8])[CH2:3][CH2:2]1.[CH3:9][C:10]([O:13][C:14](O[C:14]([O:13][C:10]([CH3:12])([CH3:11])[CH3:9])=[O:15])=[O:15])([CH3:12])[CH3:11], predict the reaction product. The product is: [C:14]([N:1]1[CH2:6][CH2:5][CH:4]([CH2:7][OH:8])[CH2:3][CH2:2]1)([O:13][C:10]([CH3:12])([CH3:11])[CH3:9])=[O:15]. (3) Given the reactants [CH3:1][CH:2]1[CH2:7][CH2:6][N:5]([C:8](=[O:19])[CH:9]([NH2:18])[CH2:10][CH2:11][C:12]2[CH:17]=[CH:16][CH:15]=[CH:14][CH:13]=2)[CH2:4][CH2:3]1.[Cl:20][C:21]1[CH:26]=[CH:25][CH:24]=[CH:23][C:22]=1[S:27](Cl)(=[O:29])=[O:28].CCN(C(C)C)C(C)C, predict the reaction product. The product is: [Cl:20][C:21]1[CH:26]=[CH:25][CH:24]=[CH:23][C:22]=1[S:27]([NH:18][CH:9]([C:8]([N:5]1[CH2:6][CH2:7][CH:2]([CH3:1])[CH2:3][CH2:4]1)=[O:19])[CH2:10][CH2:11][C:12]1[CH:13]=[CH:14][CH:15]=[CH:16][CH:17]=1)(=[O:29])=[O:28]. (4) The product is: [N:29]1([C:17]([C:14]2[CH:15]=[CH:16][N:11]3[N:10]=[C:9]([C:20]4[CH:25]=[CH:24][CH:23]=[CH:22][CH:21]=4)[C:8]([C:5]4[CH:6]=[CH:7][C:2](=[O:1])[N:3]([CH:26]([CH3:28])[CH3:27])[N:4]=4)=[C:12]3[CH:13]=2)=[O:19])[CH2:33][CH2:32][CH2:31][CH2:30]1. Given the reactants [O:1]=[C:2]1[CH:7]=[CH:6][C:5]([C:8]2[C:9]([C:20]3[CH:25]=[CH:24][CH:23]=[CH:22][CH:21]=3)=[N:10][N:11]3[CH:16]=[CH:15][C:14]([C:17]([OH:19])=O)=[CH:13][C:12]=23)=[N:4][N:3]1[CH:26]([CH3:28])[CH3:27].[NH:29]1[CH2:33][CH2:32][CH2:31][CH2:30]1.ON1C2C=CC=CC=2N=N1.Cl.C(N=C=NCCCN(C)C)C, predict the reaction product. (5) Given the reactants [CH3:1][O:2][C:3](=[O:16])[C:4]1[CH:12]=[C:11]([N+:13]([O-:15])=[O:14])[CH:10]=[C:6]([C:7](O)=[O:8])[CH:5]=1.[Cl:17]C(Cl)C.O=S(Cl)Cl, predict the reaction product. The product is: [CH3:1][O:2][C:3](=[O:16])[C:4]1[CH:12]=[C:11]([N+:13]([O-:15])=[O:14])[CH:10]=[C:6]([C:7]([Cl:17])=[O:8])[CH:5]=1. (6) Given the reactants Cl[C:2]1[N:7]=[C:6]2[N:8]=[C:9]([CH2:18][N:19]3[C:23]4[CH:24]=[N:25][CH:26]=[CH:27][C:22]=4[N:21]([CH:28]4[CH2:30][CH2:29]4)[C:20]3=[O:31])[N:10]([CH2:11][CH2:12][CH2:13][C:14]([F:17])([F:16])[F:15])[C:5]2=[CH:4][CH:3]=1, predict the reaction product. The product is: [CH:28]1([N:21]2[C:22]3[CH:27]=[CH:26][N:25]=[CH:24][C:23]=3[N:19]([CH2:18][C:9]3[N:10]([CH2:11][CH2:12][CH2:13][C:14]([F:15])([F:17])[F:16])[C:5]4[C:6]([N:8]=3)=[N:7][CH:2]=[CH:3][CH:4]=4)[C:20]2=[O:31])[CH2:30][CH2:29]1.